This data is from Full USPTO retrosynthesis dataset with 1.9M reactions from patents (1976-2016). The task is: Predict the reactants needed to synthesize the given product. (1) Given the product [C:1]([O:5][C:6]([N:8]1[C@H:12]([CH:13]([F:23])[CH:14]=[CH2:15])[CH2:11][O:10][C:9]1([CH3:21])[CH3:20])=[O:7])([CH3:4])([CH3:3])[CH3:2], predict the reactants needed to synthesize it. The reactants are: [C:1]([O:5][C:6]([N:8]1[C@H:12]([CH:13]=[CH:14][CH2:15][Si](C)(C)C)[CH2:11][O:10][C:9]1([CH3:21])[CH3:20])=[O:7])([CH3:4])([CH3:3])[CH3:2].[B-](F)(F)(F)[F:23].[B-](F)(F)(F)F.C1[N+]2(CCl)CC[N+](F)(CC2)C1.C([O-])(O)=O.[Na+]. (2) Given the product [CH3:19][C@H:20]1[C:25](=[O:26])[CH2:24][C@@H:23]2[CH2:27][C@H:21]1[C:22]2([CH3:28])[CH3:29], predict the reactants needed to synthesize it. The reactants are: OS(O)(=O)=O.CC(C)=O.OS(O)(=O)=O.O=[Cr](=O)=O.[CH3:19][C@H:20]1[C@H:25]([OH:26])[CH2:24][C@@H:23]2[CH2:27][C@H:21]1[C:22]2([CH3:29])[CH3:28]. (3) Given the product [ClH:1].[F:2][C:3]1([F:17])[C:7]([F:9])([F:8])[CH2:6][NH:5][CH2:4]1, predict the reactants needed to synthesize it. The reactants are: [ClH:1].[F:2][C:3]1([F:17])[C:7]([F:9])([F:8])[CH2:6][N:5](CC2C=CC=CC=2)[CH2:4]1.[H][H]. (4) Given the product [C:38]([O:37][C:35]([N:32]1[CH2:31][CH2:30][CH:29]([C:26]2[CH:25]=[CH:24][C:23]([NH:22][C:14]3[N:13]=[C:12]([CH2:11][CH2:10][C:9]4[CH:42]=[C:5]([F:4])[CH:6]=[CH:7][C:8]=4[CH2:43][C:44]([O-:46])=[O:45])[C:17]([C:18]([F:19])([F:20])[F:21])=[CH:16][N:15]=3)=[CH:28][CH:27]=2)[CH2:34][CH2:33]1)=[O:36])([CH3:41])([CH3:39])[CH3:40].[Li+:2], predict the reactants needed to synthesize it. The reactants are: O[Li:2].O.[F:4][C:5]1[CH:6]=[CH:7][C:8]([CH2:43][C:44]([O:46]C)=[O:45])=[C:9]([CH:42]=1)[CH2:10][CH2:11][C:12]1[C:17]([C:18]([F:21])([F:20])[F:19])=[CH:16][N:15]=[C:14]([NH:22][C:23]2[CH:28]=[CH:27][C:26]([CH:29]3[CH2:34][CH2:33][N:32]([C:35]([O:37][C:38]([CH3:41])([CH3:40])[CH3:39])=[O:36])[CH2:31][CH2:30]3)=[CH:25][CH:24]=2)[N:13]=1. (5) Given the product [Cl:1][C:2]1[CH:7]=[CH:6][N:5]=[C:4]([CH2:8][NH:9][C:10]2[O:11][C:12]3[C:18]([O:19][CH3:20])=[CH:17][C:16]([C:21]([N:28]4[CH:27]([CH2:26][C:25]([OH:35])([CH3:24])[CH3:34])[CH2:32][O:31][CH:30]([CH3:33])[CH2:29]4)=[O:23])=[CH:15][C:13]=3[N:14]=2)[CH:3]=1, predict the reactants needed to synthesize it. The reactants are: [Cl:1][C:2]1[CH:7]=[CH:6][N:5]=[C:4]([CH2:8][NH:9][C:10]2[O:11][C:12]3[C:18]([O:19][CH3:20])=[CH:17][C:16]([C:21]([OH:23])=O)=[CH:15][C:13]=3[N:14]=2)[CH:3]=1.[CH3:24][C:25]([OH:35])([CH3:34])[CH2:26][CH:27]1[CH2:32][O:31][CH:30]([CH3:33])[CH2:29][NH:28]1.C(N(CC)C(C)C)(C)C.CN(C(ON1N=NC2C=CC=NC1=2)=[N+](C)C)C.F[P-](F)(F)(F)(F)F. (6) The reactants are: F[C:2](F)(F)[C:3]([O:5][C:6]1[C:11]([F:12])=[C:10]([F:13])[CH:9]=[C:8]([F:14])[C:7]=1[F:15])=[O:4].[C:18]([O:22][C:23]([N:25]1[C:36]2[C:28](=[C:29]3[C:33](=[CH:34][CH:35]=2)[NH:32]C(C(O)=O)=[CH:30]3)[CH2:27][CH2:26]1)=[O:24])([CH3:21])([CH3:20])[CH3:19].C(N(CC)CC)C. Given the product [C:18]([O:22][C:23]([N:25]1[C:36]2[C:28](=[C:29]3[C:33](=[CH:34][CH:35]=2)[NH:32][C:2]([C:3]([O:5][C:6]2[C:11]([F:12])=[C:10]([F:13])[CH:9]=[C:8]([F:14])[C:7]=2[F:15])=[O:4])=[CH:30]3)[CH2:27][CH2:26]1)=[O:24])([CH3:21])([CH3:19])[CH3:20], predict the reactants needed to synthesize it. (7) Given the product [CH3:17][Si:18]([CH3:25])([CH3:24])[O:16][C:2]([CH3:1])([CH3:3])[C@H:4]([CH3:15])[CH2:5][S:6]([C:9]1[CH:10]=[CH:11][CH:12]=[CH:13][CH:14]=1)(=[O:8])=[O:7], predict the reactants needed to synthesize it. The reactants are: [CH3:1][C:2]([OH:16])([C@H:4]([CH3:15])[CH2:5][S:6]([C:9]1[CH:14]=[CH:13][CH:12]=[CH:11][CH:10]=1)(=[O:8])=[O:7])[CH3:3].[CH3:17][Si:18]([CH3:25])([CH3:24])N1C=CN=C1. (8) Given the product [I:8][C:5]1[CH:4]=[N:3][C:2]([N:9]2[CH2:14][CH2:13][CH:12]([C:15]3[CH:20]=[CH:19][C:18]([C@@H:21]([NH:23][C:24]([CH:26]4[CH2:27][CH2:28]4)=[O:25])[CH3:22])=[CH:17][CH:16]=3)[CH2:11][CH2:10]2)=[N:7][CH:6]=1, predict the reactants needed to synthesize it. The reactants are: Cl[C:2]1[N:7]=[CH:6][C:5]([I:8])=[CH:4][N:3]=1.[NH:9]1[CH2:14][CH2:13][CH:12]([C:15]2[CH:20]=[CH:19][C:18]([C@@H:21]([NH:23][C:24]([CH:26]3[CH2:28][CH2:27]3)=[O:25])[CH3:22])=[CH:17][CH:16]=2)[CH2:11][CH2:10]1.CCN(C(C)C)C(C)C.O. (9) Given the product [F:1][C:2]([F:7])([F:6])[C:3]([OH:5])=[O:4].[Br:8][C:9]1[CH:10]=[C:11]([N:15]2[C:23]3[CH2:22][CH2:21][NH:20][CH2:19][C:18]=3[C:17]([C:31]([O:33][CH2:34][CH3:35])=[O:32])=[N:16]2)[CH:12]=[CH:13][CH:14]=1, predict the reactants needed to synthesize it. The reactants are: [F:1][C:2]([F:7])([F:6])[C:3]([OH:5])=[O:4].[Br:8][C:9]1[CH:10]=[C:11]([N:15]2[C:23]3[CH2:22][CH2:21][N:20](C(OC(C)(C)C)=O)[CH2:19][C:18]=3[C:17]([C:31]([O:33][CH2:34][CH3:35])=[O:32])=[N:16]2)[CH:12]=[CH:13][CH:14]=1.ClCCl.